This data is from Full USPTO retrosynthesis dataset with 1.9M reactions from patents (1976-2016). The task is: Predict the reactants needed to synthesize the given product. (1) The reactants are: [CH2:1]([NH:8][C:9]([C:11]1[C:20]2[C:15](=[C:16]([N+:21]([O-])=O)[CH:17]=[CH:18][CH:19]=2)[CH:14]=[CH:13][CH:12]=1)=[O:10])[C:2]1[CH:7]=[CH:6][CH:5]=[CH:4][CH:3]=1. Given the product [NH2:21][C:16]1[CH:17]=[CH:18][CH:19]=[C:20]2[C:15]=1[CH:14]=[CH:13][CH:12]=[C:11]2[C:9]([NH:8][CH2:1][C:2]1[CH:3]=[CH:4][CH:5]=[CH:6][CH:7]=1)=[O:10], predict the reactants needed to synthesize it. (2) Given the product [F:22][C:19]1[CH:20]=[CH:21][C:16]([CH2:15][NH:14][C:12]([C:10]2[C:9]([OH:23])=[C:8]3[C:3]([CH:4]=[CH:5][CH:6]=[N:7]3)=[C:2]([N:25]3[CH2:26][C:27](=[O:31])[NH:28][CH2:29][CH2:30][S:24]3(=[O:33])=[O:32])[N:11]=2)=[O:13])=[CH:17][CH:18]=1, predict the reactants needed to synthesize it. The reactants are: Br[C:2]1[N:11]=[C:10]([C:12]([NH:14][CH2:15][C:16]2[CH:21]=[CH:20][C:19]([F:22])=[CH:18][CH:17]=2)=[O:13])[C:9]([OH:23])=[C:8]2[C:3]=1[CH:4]=[CH:5][CH:6]=[N:7]2.[S:24]1(=[O:33])(=[O:32])[CH2:30][CH2:29][NH:28][C:27](=[O:31])[CH2:26][NH:25]1.C(N(CC(O)=O)CC(O)=O)CN(CC(O)=O)CC(O)=O.[Na][Na]. (3) Given the product [CH3:23][C:22]([CH3:25])([CH3:24])[C:21]([O:27][CH2:28][N:8]1[C:9]2[C:4](=[CH:3][C:2]([Br:1])=[CH:11][CH:10]=2)[C:5]([CH3:14])([CH3:13])[CH2:6][C:7]1=[O:12])=[O:26], predict the reactants needed to synthesize it. The reactants are: [Br:1][C:2]1[CH:3]=[C:4]2[C:9](=[CH:10][CH:11]=1)[NH:8][C:7](=[O:12])[CH2:6][C:5]2([CH3:14])[CH3:13].C(=O)([O-])[O-].[Cs+].[Cs+].[C:21]([O:27][CH2:28]I)(=[O:26])[C:22]([CH3:25])([CH3:24])[CH3:23].O. (4) The reactants are: [CH3:1][C:2]1[CH:11]=[CH:10][C:9]2[C:4](=[CH:5][CH:6]=[C:7]([CH3:12])[CH:8]=2)[N:3]=1.[NH4+].[NH4+].[O-]S(OOS([O-])(=O)=O)(=O)=O.[CH3:25][OH:26].S(=O)(=O)(O)O. Given the product [CH3:1][C:2]1[CH:11]=[C:10]([CH2:25][OH:26])[C:9]2[C:4](=[CH:5][CH:6]=[C:7]([CH3:12])[CH:8]=2)[N:3]=1, predict the reactants needed to synthesize it. (5) Given the product [F:22][C:23]([F:30])([F:29])[S:24]([O-:27])(=[O:26])=[O:25].[Cl:11][C:7]1[C:8]([CH3:10])=[CH:9][C:4]([C:3]([O:2][CH3:1])=[O:21])=[C:5]([NH:12][C:13]2[CH:18]=[CH:17][C:16]([I:19])=[CH:15][C:14]=2[F:20])[N+:6]=1[CH3:23], predict the reactants needed to synthesize it. The reactants are: [CH3:1][O:2][C:3](=[O:21])[C:4]1[CH:9]=[C:8]([CH3:10])[C:7]([Cl:11])=[N:6][C:5]=1[NH:12][C:13]1[CH:18]=[CH:17][C:16]([I:19])=[CH:15][C:14]=1[F:20].[F:22][C:23]([F:30])([F:29])[S:24]([O:27]C)(=[O:26])=[O:25]. (6) Given the product [Cl:1][C:2]1[C:11]([O:12][S:24]([C:23]([F:28])([F:29])[C:22]([F:30])([F:31])[C:21]([F:20])([F:36])[C:32]([F:35])([F:34])[F:33])(=[O:26])=[O:25])=[C:10]([Cl:13])[CH:9]=[CH:8][C:3]=1[C:4]([O:6][CH3:7])=[O:5], predict the reactants needed to synthesize it. The reactants are: [Cl:1][C:2]1[C:11]([OH:12])=[C:10]([Cl:13])[CH:9]=[CH:8][C:3]=1[C:4]([O:6][CH3:7])=[O:5].C(=O)([O-])[O-].[K+].[K+].[F:20][C:21]([F:36])([C:32]([F:35])([F:34])[F:33])[C:22]([F:31])([F:30])[C:23]([F:29])([F:28])[S:24](Cl)(=[O:26])=[O:25]. (7) Given the product [C:1]([O:5][C:6]([N:8]1[CH2:13][C@@H:12]2[C@@H:10]([CH2:11]2)[C@H:9]1[CH2:14][NH:15][C:25]([C:24]1[N:23]2[C:19]([S:20][CH:21]=[CH:22]2)=[N:18][C:17]=1[CH3:16])=[O:26])=[O:7])([CH3:4])([CH3:3])[CH3:2], predict the reactants needed to synthesize it. The reactants are: [C:1]([O:5][C:6]([N:8]1[CH2:13][C@@H:12]2[C@@H:10]([CH2:11]2)[C@H:9]1[CH2:14][NH2:15])=[O:7])([CH3:4])([CH3:3])[CH3:2].[CH3:16][C:17]1[N:18]=[C:19]2[N:23]([C:24]=1[C:25](O)=[O:26])[CH:22]=[CH:21][S:20]2.